This data is from Full USPTO retrosynthesis dataset with 1.9M reactions from patents (1976-2016). The task is: Predict the reactants needed to synthesize the given product. (1) Given the product [Cl:8][C:6]1[CH:5]=[CH:4][C:3]([N:9]2[C:13](=[O:14])[C:12]3=[CH:15][CH:16]=[CH:17][CH:18]=[C:11]3[C:10]2=[O:19])=[C:2]([NH:1][C:37]([C:28]2[CH:29]=[CH:30][C:31]3[C:36](=[CH:35][CH:34]=[CH:33][CH:32]=3)[CH:27]=2)=[O:38])[CH:7]=1, predict the reactants needed to synthesize it. The reactants are: [NH2:1][C:2]1[CH:7]=[C:6]([Cl:8])[CH:5]=[CH:4][C:3]=1[N:9]1[C:13](=[O:14])[C:12]2=[CH:15][CH:16]=[CH:17][CH:18]=[C:11]2[C:10]1=[O:19].C(N(CC)CC)C.[CH:27]1[C:36]2[C:31](=[CH:32][CH:33]=[CH:34][CH:35]=2)[CH:30]=[CH:29][C:28]=1[C:37](Cl)=[O:38].O. (2) The reactants are: [F:1][C:2]1[CH:7]=[CH:6][C:5]([CH2:8][C:9]#[N:10])=[CH:4][CH:3]=1.[ClH:11].[CH2:12]([OH:14])[CH3:13]. Given the product [ClH:11].[F:1][C:2]1[CH:7]=[CH:6][C:5]([CH2:8][C:9](=[NH:10])[O:14][CH2:12][CH3:13])=[CH:4][CH:3]=1, predict the reactants needed to synthesize it. (3) Given the product [Br:1][C:2]1[C:3]([OH:19])=[C:4]([CH3:18])[C:5]2[C:10]([CH:11]=1)=[C:9]([CH3:12])[C:8]([OH:13])=[C:7]([Br:17])[CH:6]=2, predict the reactants needed to synthesize it. The reactants are: [Br:1][C:2]1[C:3]([O:19]COC)=[C:4]([CH3:18])[C:5]2[C:10]([CH:11]=1)=[C:9]([CH3:12])[C:8]([O:13]COC)=[C:7]([Br:17])[CH:6]=2.Cl.O. (4) Given the product [CH3:40][O:39][C:29]1[CH:28]=[C:27]([NH:26][C:10]2[CH:9]=[C:8]([CH2:7][OH:6])[CH:13]=[C:12]([NH:14][C:15]3[CH:20]=[CH:19][C:18]([O:21][C:22]([F:24])([F:25])[F:23])=[CH:17][CH:16]=3)[N:11]=2)[CH:32]=[CH:31][C:30]=1[N:33]1[CH:37]=[C:36]([CH3:38])[N:35]=[CH:34]1, predict the reactants needed to synthesize it. The reactants are: C([SiH2][O:6][C:7](C)(C)[C:8]1[CH:13]=[C:12]([NH:14][C:15]2[CH:20]=[CH:19][C:18]([O:21][C:22]([F:25])([F:24])[F:23])=[CH:17][CH:16]=2)[N:11]=[C:10]([NH:26][C:27]2[CH:32]=[CH:31][C:30]([N:33]3[CH:37]=[C:36]([CH3:38])[N:35]=[CH:34]3)=[C:29]([O:39][CH3:40])[CH:28]=2)[CH:9]=1)(C)(C)C.[F-].C([N+](CCCC)(CCCC)CCCC)CCC. (5) Given the product [CH3:1][C:2]1([CH3:9])[C:7](=[O:8])[CH2:6][CH2:5][N:4]([S:17]([C:14]2[CH:15]=[CH:16][C:11]([CH3:10])=[CH:12][CH:13]=2)(=[O:19])=[O:18])[CH2:3]1, predict the reactants needed to synthesize it. The reactants are: [CH3:1][C:2]1([CH3:9])[C:7](=[O:8])[CH2:6][CH2:5][NH:4][CH2:3]1.[CH3:10][C:11]1[CH:16]=[CH:15][C:14]([S:17](Cl)(=[O:19])=[O:18])=[CH:13][CH:12]=1.C(=O)([O-])[O-].[K+].[K+].